From a dataset of Reaction yield outcomes from USPTO patents with 853,638 reactions. Predict the reaction yield, written as a fraction of the theoretical maximum amount of product (1.0 means a 100% yield; for example, 0.34 means a 34% yield). (1) The reactants are [NH2:1][C:2]1[C:3]([CH3:13])=[C:4]([CH:9]=[C:10]([Br:12])[CH:11]=1)[C:5]([O:7][CH3:8])=[O:6].[O:14]1[CH2:19][CH2:18][C:17](=O)[CH2:16][CH2:15]1.C(O)(=O)C.C([BH3-])#N.[Na+]. The catalyst is CO. The product is [Br:12][C:10]1[CH:11]=[C:2]([NH:1][CH:17]2[CH2:18][CH2:19][O:14][CH2:15][CH2:16]2)[C:3]([CH3:13])=[C:4]([CH:9]=1)[C:5]([O:7][CH3:8])=[O:6]. The yield is 0.660. (2) The reactants are [Br:1][C:2]1[CH:7]=[CH:6][C:5]([C:8]([N:10]([CH3:32])[C@@H:11]2[CH2:16][CH2:15][N:14](C(OC(C)(C)C)=O)[CH2:13][C@H:12]2[C:24]2[CH:29]=[CH:28][C:27]([Cl:30])=[C:26]([Cl:31])[CH:25]=2)=[O:9])=[CH:4][CH:3]=1.Cl.C(OCC)(=O)C. The catalyst is C(OCC)(=O)C. The product is [Br:1][C:2]1[CH:3]=[CH:4][C:5]([C:8]([N:10]([C@@H:11]2[CH2:16][CH2:15][NH:14][CH2:13][C@H:12]2[C:24]2[CH:29]=[CH:28][C:27]([Cl:30])=[C:26]([Cl:31])[CH:25]=2)[CH3:32])=[O:9])=[CH:6][CH:7]=1. The yield is 0.930.